This data is from Peptide-MHC class I binding affinity with 185,985 pairs from IEDB/IMGT. The task is: Regression. Given a peptide amino acid sequence and an MHC pseudo amino acid sequence, predict their binding affinity value. This is MHC class I binding data. The peptide sequence is VVYGYFIWY. The MHC is HLA-B15:09 with pseudo-sequence HLA-B15:09. The binding affinity (normalized) is 0.0847.